From a dataset of Forward reaction prediction with 1.9M reactions from USPTO patents (1976-2016). Predict the product of the given reaction. (1) Given the reactants [N:1]1C=CC=CC=1N1CCNCC1.[CH3:13][CH:14]([NH:28][C:29]([C:31]1[O:35][C:34]([C:36]2[CH:41]=[CH:40][C:39]([F:42])=[CH:38][CH:37]=2)=[N:33][C:32]=1[CH2:43][CH2:44][CH3:45])=[O:30])[CH2:15][N:16]1[CH2:21][CH2:20][N:19]([C:22]2[CH:27]=[CH:26][CH:25]=[CH:24][N:23]=2)[CH2:18][CH2:17]1, predict the reaction product. The product is: [NH2:1][C:24]1[N:23]=[C:22]([N:19]2[CH2:18][CH2:17][N:16]([CH2:15][CH:14]([NH:28][C:29]([C:31]3[O:35][C:34]([C:36]4[CH:37]=[CH:38][C:39]([F:42])=[CH:40][CH:41]=4)=[N:33][C:32]=3[CH2:43][CH2:44][CH3:45])=[O:30])[CH3:13])[CH2:21][CH2:20]2)[CH:27]=[CH:26][CH:25]=1. (2) Given the reactants [CH3:1][N:2]1[CH2:7][CH2:6][N:5]([C:8]([O:10][C:11]2[C:12]3[CH:87]=[CH:86][CH:85]=[CH:84][C:13]=3[C:14]3[C@H:15]([CH2:82][Cl:83])[CH2:16][N:17]([C:20](=[O:81])[CH2:21][CH2:22][CH2:23][CH2:24][CH2:25][O:26][C:27]4[CH:32]=[C:31]([NH:33][C:34]([O:36][CH2:37][C:38]5[CH:43]=[CH:42][C:41]([NH:44][C:45](=[O:66])[C@@H:46]([NH:59][C:60]([O:62][CH2:63][CH:64]=[CH2:65])=[O:61])[CH2:47][CH2:48][CH2:49][CH2:50][NH:51][C:52]([O:54][C:55]([CH3:58])([CH3:57])[CH3:56])=[O:53])=[CH:40][CH:39]=5)=[O:35])[C:30]([C:67]([N:69]5[CH2:73][CH2:72][CH2:71][C@H:70]5[CH2:74][O:75]C(=O)C)=[O:68])=[CH:29][C:28]=4[O:79][CH3:80])[C:18]=3[CH:19]=2)=[O:9])[CH2:4][CH2:3]1.C([O-])([O-])=O.[K+].[K+], predict the reaction product. The product is: [CH3:1][N:2]1[CH2:3][CH2:4][N:5]([C:8]([O:10][C:11]2[C:12]3[CH:87]=[CH:86][CH:85]=[CH:84][C:13]=3[C:14]3[C@H:15]([CH2:82][Cl:83])[CH2:16][N:17]([C:20](=[O:81])[CH2:21][CH2:22][CH2:23][CH2:24][CH2:25][O:26][C:27]4[CH:32]=[C:31]([NH:33][C:34]([O:36][CH2:37][C:38]5[CH:43]=[CH:42][C:41]([NH:44][C:45](=[O:66])[C@@H:46]([NH:59][C:60]([O:62][CH2:63][CH:64]=[CH2:65])=[O:61])[CH2:47][CH2:48][CH2:49][CH2:50][NH:51][C:52]([O:54][C:55]([CH3:58])([CH3:57])[CH3:56])=[O:53])=[CH:40][CH:39]=5)=[O:35])[C:30]([C:67]([N:69]5[CH2:73][CH2:72][CH2:71][C@H:70]5[CH2:74][OH:75])=[O:68])=[CH:29][C:28]=4[O:79][CH3:80])[C:18]=3[CH:19]=2)=[O:9])[CH2:6][CH2:7]1. (3) Given the reactants [CH3:1][O:2][C:3]1[CH:4]=[C:5]([N:9]2[C:18]3[C:13](=[CH:14][C:15]([F:26])=[C:16]([N:19]4[CH2:24][CH2:23][N:22]([CH3:25])[CH2:21][CH2:20]4)[CH:17]=3)[C:12](=[O:27])[N:11]([O:28]CC3C=CC=CC=3)[C:10]2=[O:36])[CH:6]=[CH:7][CH:8]=1, predict the reaction product. The product is: [CH3:1][O:2][C:3]1[CH:4]=[C:5]([N:9]2[C:18]3[C:13](=[CH:14][C:15]([F:26])=[C:16]([N:19]4[CH2:20][CH2:21][N:22]([CH3:25])[CH2:23][CH2:24]4)[CH:17]=3)[C:12](=[O:27])[N:11]([OH:28])[C:10]2=[O:36])[CH:6]=[CH:7][CH:8]=1. (4) Given the reactants [NH2:1][CH:2]([CH2:12][C:13]1[CH:18]=[CH:17][CH:16]=[CH:15][C:14]=1[C:19]([F:22])([F:21])[F:20])[CH:3]([C:5]1[CH:10]=[CH:9][C:8]([F:11])=[CH:7][CH:6]=1)[OH:4].[C:23]1([C:33](Cl)=[O:34])[C:32]2[C:27](=[CH:28][CH:29]=[CH:30][CH:31]=2)[CH:26]=[CH:25][CH:24]=1.C(=O)([O-])O.[Na+], predict the reaction product. The product is: [F:11][C:8]1[CH:9]=[CH:10][C:5]([CH:3]([OH:4])[CH:2]([NH:1][C:33]([C:23]2[C:32]3[C:27](=[CH:28][CH:29]=[CH:30][CH:31]=3)[CH:26]=[CH:25][CH:24]=2)=[O:34])[CH2:12][C:13]2[CH:18]=[CH:17][CH:16]=[CH:15][C:14]=2[C:19]([F:22])([F:20])[F:21])=[CH:6][CH:7]=1. (5) Given the reactants Cl[C:2]1[CH:7]=[C:6]([C:8]2[CH:13]=[CH:12][CH:11]=[CH:10][CH:9]=2)[N:5]=[CH:4][N:3]=1.[CH2:14]([OH:18])[C:15]#[C:16][CH3:17].[H-].[Na+].O, predict the reaction product. The product is: [CH2:14]([O:18][C:2]1[CH:7]=[C:6]([C:8]2[CH:13]=[CH:12][CH:11]=[CH:10][CH:9]=2)[N:5]=[CH:4][N:3]=1)[C:15]#[C:16][CH3:17]. (6) Given the reactants [C:1]([CH2:4][C:5]1[CH:26]=[CH:25][C:8]([O:9][C:10]2[C:11]([N+:22]([O-:24])=[O:23])=[C:12]3[C:16](=[CH:17][CH:18]=2)[NH:15][C:14]([C:19]([OH:21])=[O:20])=[CH:13]3)=[C:7]([O:27][CH3:28])[CH:6]=1)([OH:3])=[O:2].[CH3:29][Si](Cl)(C)C, predict the reaction product. The product is: [CH3:28][O:27][C:7]1[CH:6]=[C:5]([CH2:4][C:1]([O:3][CH3:29])=[O:2])[CH:26]=[CH:25][C:8]=1[O:9][C:10]1[C:11]([N+:22]([O-:24])=[O:23])=[C:12]2[C:16](=[CH:17][CH:18]=1)[NH:15][C:14]([C:19]([OH:21])=[O:20])=[CH:13]2. (7) Given the reactants [Cl:1][C:2]1[CH:3]=[C:4]([C:9](=O)[CH2:10][C:11](=O)[C:12]([O:14][CH2:15][CH3:16])=[O:13])[CH:5]=[CH:6][C:7]=1[F:8].[CH3:19][O:20][C:21]1[CH:22]=[C:23]([NH:33][C:34]2[NH:38][C:37]([NH2:39])=[N:36][N:35]=2)[CH:24]=[CH:25][C:26]=1[N:27]1[CH:31]=[C:30]([CH3:32])[N:29]=[CH:28]1, predict the reaction product. The product is: [Cl:1][C:2]1[CH:3]=[C:4]([C:9]2[N:36]3[N:35]=[C:34]([NH:33][C:23]4[CH:24]=[CH:25][C:26]([N:27]5[CH:31]=[C:30]([CH3:32])[N:29]=[CH:28]5)=[C:21]([O:20][CH3:19])[CH:22]=4)[N:38]=[C:37]3[N:39]=[C:11]([C:12]([O:14][CH2:15][CH3:16])=[O:13])[CH:10]=2)[CH:5]=[CH:6][C:7]=1[F:8].